Predict the product of the given reaction. From a dataset of Forward reaction prediction with 1.9M reactions from USPTO patents (1976-2016). (1) Given the reactants [N:1]1[C:10]2[C:5](=[CH:6][CH:7]=[CH:8][C:9]=2[O:11][C@H:12]([CH3:17])[C:13]([O:15]C)=O)[CH:4]=[CH:3][CH:2]=1.[NH2:18][CH2:19][C@H:20]([OH:31])[CH2:21][N:22]1[CH2:30][C:29]2[C:24](=[CH:25][CH:26]=[CH:27][CH:28]=2)[CH2:23]1, predict the reaction product. The product is: [OH:31][C@H:20]([CH2:21][N:22]1[CH2:23][C:24]2[C:29](=[CH:28][CH:27]=[CH:26][CH:25]=2)[CH2:30]1)[CH2:19][NH:18][C:13](=[O:15])[C@H:12]([O:11][C:9]1[CH:8]=[CH:7][CH:6]=[C:5]2[C:10]=1[N:1]=[CH:2][CH:3]=[CH:4]2)[CH3:17]. (2) Given the reactants [Br:1][C:2]1[S:6][C:5]([C:7]([NH:9][C:10]2([C:15]([O:17]C)=[O:16])[CH2:14][CH2:13][CH2:12][CH2:11]2)=[O:8])=[CH:4][CH:3]=1.[OH-].[Na+], predict the reaction product. The product is: [Br:1][C:2]1[S:6][C:5]([C:7]([NH:9][C:10]2([C:15]([OH:17])=[O:16])[CH2:14][CH2:13][CH2:12][CH2:11]2)=[O:8])=[CH:4][CH:3]=1.